Dataset: Catalyst prediction with 721,799 reactions and 888 catalyst types from USPTO. Task: Predict which catalyst facilitates the given reaction. (1) Reactant: Cl[C:2]1[CH:7]=[CH:6][N:5]=[C:4]2[N:8]([CH2:12][C:13]3[CH:18]=[CH:17][C:16]([O:19][CH3:20])=[CH:15][CH:14]=3)[N:9]=[C:10]([I:11])[C:3]=12.[OH:21][C:22]1[CH:23]=[C:24]([CH:30]=[CH:31][CH:32]=1)[C:25]([O:27][CH2:28][CH3:29])=[O:26].C([O-])([O-])=O.[K+].[K+]. Product: [I:11][C:10]1[C:3]2[C:4](=[N:5][CH:6]=[CH:7][C:2]=2[O:21][C:22]2[CH:23]=[C:24]([CH:30]=[CH:31][CH:32]=2)[C:25]([O:27][CH2:28][CH3:29])=[O:26])[N:8]([CH2:12][C:13]2[CH:18]=[CH:17][C:16]([O:19][CH3:20])=[CH:15][CH:14]=2)[N:9]=1. The catalyst class is: 18. (2) Reactant: [CH:1]([C@@H:4]1[NH:10][CH2:9][C:8]2[CH:11]=[CH:12][C:13]([C:15]([O:17]C)=O)=[CH:14][C:7]=2[O:6][CH2:5]1)([CH3:3])[CH3:2].CO.[NH2:21][OH:22].[OH-].[Na+]. Product: [OH:22][NH:21][C:15]([C:13]1[CH:12]=[CH:11][C:8]2[CH2:9][NH:10][C@@H:4]([CH:1]([CH3:3])[CH3:2])[CH2:5][O:6][C:7]=2[CH:14]=1)=[O:17]. The catalyst class is: 1. (3) Reactant: [CH:1]1([N:6]2[CH2:12][C:11]([F:14])([F:13])[C:10](=[O:15])[N:9]([CH3:16])[C:8]3[CH:17]=[N:18][C:19]([NH:21][C:22]4[CH:30]=[CH:29][C:25]([C:26]([OH:28])=O)=[CH:24][C:23]=4[O:31][CH3:32])=[N:20][C:7]2=3)[CH2:5][CH2:4][CH2:3][CH2:2]1.C(N(C(C)C)C(C)C)C.[CH3:42][C:43]1([CH3:52])[CH2:48][CH:47]([NH2:49])[CH2:46][C:45]([CH3:51])([CH3:50])[NH:44]1. Product: [CH:1]1([N:6]2[CH2:12][C:11]([F:14])([F:13])[C:10](=[O:15])[N:9]([CH3:16])[C:8]3[CH:17]=[N:18][C:19]([NH:21][C:22]4[CH:30]=[CH:29][C:25]([C:26]([NH:49][CH:47]5[CH2:48][C:43]([CH3:52])([CH3:42])[NH:44][C:45]([CH3:51])([CH3:50])[CH2:46]5)=[O:28])=[CH:24][C:23]=4[O:31][CH3:32])=[N:20][C:7]2=3)[CH2:2][CH2:3][CH2:4][CH2:5]1. The catalyst class is: 9. (4) Reactant: [CH3:1][O:2][C:3]1[CH:12]=[C:11]2[C:6]([CH:7]=[CH:8][C:9](=[O:16])[N:10]2[CH2:13][CH:14]=O)=[N:5][CH:4]=1.[O:17]1[C:26]2[CH:25]=[C:24]([CH2:27][N:28]([CH:36]3[CH2:41][CH2:40][NH:39][CH2:38][CH2:37]3)[C:29](=[O:35])[O:30][C:31]([CH3:34])([CH3:33])[CH3:32])[N:23]=[CH:22][C:21]=2[O:20][CH2:19][CH2:18]1.[BH-](OC(C)=O)(OC(C)=O)OC(C)=O.[Na+].C([O-])(O)=O.[Na+]. Product: [O:17]1[C:26]2[CH:25]=[C:24]([CH2:27][N:28]([CH:36]3[CH2:41][CH2:40][N:39]([CH2:14][CH2:13][N:10]4[C:11]5[C:6](=[N:5][CH:4]=[C:3]([O:2][CH3:1])[CH:12]=5)[CH:7]=[CH:8][C:9]4=[O:16])[CH2:38][CH2:37]3)[C:29](=[O:35])[O:30][C:31]([CH3:34])([CH3:33])[CH3:32])[N:23]=[CH:22][C:21]=2[O:20][CH2:19][CH2:18]1. The catalyst class is: 147. (5) Reactant: Cl.[CH2:2]1[C:8]2[CH:9]=[CH:10][C:11]([C:13]([O:15][CH2:16][CH:17]3[CH2:22][CH2:21][N:20]([CH2:23][C:24]4[CH:29]=[CH:28][CH:27]=[CH:26][CH:25]=4)[CH2:19][CH2:18]3)=[O:14])=[CH:12][C:7]=2[CH2:6][CH2:5][NH:4][CH2:3]1.[CH:30](=O)[CH3:31].C(O)(=O)C.C(O[BH-](OC(=O)C)OC(=O)C)(=O)C.[Na+]. Product: [CH2:30]([N:4]1[CH2:5][CH2:6][C:7]2[CH:12]=[C:11]([C:13]([O:15][CH2:16][CH:17]3[CH2:18][CH2:19][N:20]([CH2:23][C:24]4[CH:25]=[CH:26][CH:27]=[CH:28][CH:29]=4)[CH2:21][CH2:22]3)=[O:14])[CH:10]=[CH:9][C:8]=2[CH2:2][CH2:3]1)[CH3:31]. The catalyst class is: 7. (6) Reactant: C[C:2]1[C:7]([C:8]#[N:9])=[CH:6][N:5]=[C:4]([C:10]([NH:12][CH2:13][C:14]2[CH:15]=[N:16][CH:17]=[CH:18][CH:19]=2)=[O:11])[N:3]=1.[ClH:20]. Product: [ClH:20].[NH2:9][CH2:8][C:7]1[CH:2]=[N:3][C:4]([C:10]([NH:12][CH2:13][C:14]2[CH:15]=[N:16][CH:17]=[CH:18][CH:19]=2)=[O:11])=[N:5][CH:6]=1. The catalyst class is: 29. (7) Reactant: Cl.[NH2:2][C@H:3]1[CH2:8][CH2:7][C@H:6]([OH:9])[CH2:5][CH2:4]1.[CH2:10](Br)[C:11]1[CH:16]=[CH:15][CH:14]=[CH:13][CH:12]=1.C(=O)([O-])[O-].[K+].[K+]. Product: [CH2:8]1[CH:3]([N:2]([CH2:10][C:11]2[CH:16]=[CH:15][CH:14]=[CH:13][CH:12]=2)[CH2:10][C:11]2[CH:16]=[CH:15][CH:14]=[CH:13][CH:12]=2)[CH2:4][CH2:5][CH:6]([OH:9])[CH2:7]1. The catalyst class is: 10.